Dataset: Full USPTO retrosynthesis dataset with 1.9M reactions from patents (1976-2016). Task: Predict the reactants needed to synthesize the given product. (1) Given the product [Cl:20][C:17]1[CH:18]=[CH:19][C:14]([CH2:13][N:4]2[C:5]3[C:10](=[CH:9][C:8]([CH:11]=[O:12])=[CH:7][CH:6]=3)[C:2]([C:30]#[N:31])=[N:3]2)=[C:15]([C:21]([F:24])([F:23])[F:22])[CH:16]=1, predict the reactants needed to synthesize it. The reactants are: Br[C:2]1[C:10]2[C:5](=[CH:6][CH:7]=[C:8]([CH:11]=[O:12])[CH:9]=2)[N:4]([CH2:13][C:14]2[CH:19]=[CH:18][C:17]([Cl:20])=[CH:16][C:15]=2[C:21]([F:24])([F:23])[F:22])[N:3]=1.C([O-])(=O)C.[Na+].[CH3:30][N:31](C=O)C. (2) Given the product [CH:13]1([NH:16][C:2]2[N:10]=[CH:9][N:8]=[C:7]3[C:3]=2[N:4]=[CH:5][N:6]3[CH:11]=[CH2:12])[CH2:15][CH2:14]1, predict the reactants needed to synthesize it. The reactants are: Cl[C:2]1[N:10]=[CH:9][N:8]=[C:7]2[C:3]=1[N:4]=[CH:5][N:6]2[CH:11]=[CH2:12].[CH:13]1([NH2:16])[CH2:15][CH2:14]1.O.Cl.C1(N)CC1. (3) Given the product [F:12][C:11]([F:14])([F:13])[CH:10]([C:3]1[CH:4]=[C:5]([O:8][CH3:9])[CH:6]=[CH:7][C:2]=1[N:19]1[CH:18]=[C:17]([CH3:16])[CH:21]=[N:20]1)[OH:15], predict the reactants needed to synthesize it. The reactants are: Br[C:2]1[CH:7]=[CH:6][C:5]([O:8][CH3:9])=[CH:4][C:3]=1[CH:10]([OH:15])[C:11]([F:14])([F:13])[F:12].[CH3:16][C:17]1[CH:18]=[N:19][NH:20][CH:21]=1.C([O-])([O-])=O.[K+].[K+].CN[C@@H]1CCCC[C@H]1NC. (4) The reactants are: [Br:1][C:2]1[CH:18]=[CH:17][C:5]([O:6][C:7]([CH3:16])([CH3:15])[C:8]([N:10]2[CH2:14][CH2:13][CH2:12][CH2:11]2)=O)=[CH:4][CH:3]=1. Given the product [Br:1][C:2]1[CH:3]=[CH:4][C:5]([O:6][C:7]([CH3:16])([CH3:15])[CH2:8][N:10]2[CH2:14][CH2:13][CH2:12][CH2:11]2)=[CH:17][CH:18]=1, predict the reactants needed to synthesize it. (5) Given the product [Cl:1][C:2]1[CH:7]=[CH:6][N:5]=[C:4]2[NH:8][CH:9]=[C:10]([CH:21]=[O:23])[C:3]=12, predict the reactants needed to synthesize it. The reactants are: [Cl:1][C:2]1[CH:7]=[CH:6][N:5]=[C:4]2[NH:8][CH:9]=[CH:10][C:3]=12.C1N2CN3CN(C2)CN1C3.[C:21](O)(=[O:23])C. (6) Given the product [OH:5][CH2:4][CH2:3][N:2]([CH2:6][C:12]1[C:11]([OH:28])=[C:10]([O:9][CH3:8])[CH:18]=[C:17]2[C:13]=1[CH:14]=[CH:15][N:16]2[S:19]([C:22]1[CH:27]=[CH:26][CH:25]=[CH:24][CH:23]=1)(=[O:21])=[O:20])[CH3:1], predict the reactants needed to synthesize it. The reactants are: [CH3:1][NH:2][CH2:3][CH2:4][OH:5].[CH2:6]=O.[CH3:8][O:9][C:10]1[CH:18]=[C:17]2[C:13]([CH:14]=[CH:15][N:16]2[S:19]([C:22]2[CH:27]=[CH:26][CH:25]=[CH:24][CH:23]=2)(=[O:21])=[O:20])=[CH:12][C:11]=1[OH:28].